This data is from Forward reaction prediction with 1.9M reactions from USPTO patents (1976-2016). The task is: Predict the product of the given reaction. (1) Given the reactants Br[C:2]1[C:3]([CH3:10])=[CH:4][C:5]([O:8][CH3:9])=[N:6][CH:7]=1.[CH3:11][C:12]1([CH3:28])[C:16]([CH3:18])([CH3:17])[O:15][B:14]([B:14]2[O:15][C:16]([CH3:18])([CH3:17])[C:12]([CH3:28])([CH3:11])[O:13]2)[O:13]1.C([O-])(=O)C.[K+], predict the reaction product. The product is: [CH3:9][O:8][C:5]1[CH:4]=[C:3]([CH3:10])[C:2]([B:14]2[O:15][C:16]([CH3:18])([CH3:17])[C:12]([CH3:28])([CH3:11])[O:13]2)=[CH:7][N:6]=1. (2) Given the reactants [Cl:1][C:2]1[CH:3]=[CH:4][C:5]([O:24]CC2C=CC(OC)=CC=2)=[C:6]([C:8]2[N:12]([CH2:13][O:14][CH2:15][CH2:16][Si:17]([CH3:20])([CH3:19])[CH3:18])[N:11]=[CH:10][C:9]=2[N+:21]([O-:23])=[O:22])[CH:7]=1.O.C(=O)(O)[O-].[Na+], predict the reaction product. The product is: [Cl:1][C:2]1[CH:3]=[CH:4][C:5]([OH:24])=[C:6]([C:8]2[N:12]([CH2:13][O:14][CH2:15][CH2:16][Si:17]([CH3:18])([CH3:19])[CH3:20])[N:11]=[CH:10][C:9]=2[N+:21]([O-:23])=[O:22])[CH:7]=1. (3) Given the reactants Br[C:2]1[CH:3]=[CH:4][C:5]([CH2:20][CH3:21])=[C:6]([CH:8]2[C:13](=[O:14])[C:12]([CH3:16])([CH3:15])[O:11][C:10]([CH3:18])([CH3:17])[C:9]2=[O:19])[CH:7]=1.[F:22][C:23]1[CH:24]=[C:25]([OH:29])[CH:26]=[CH:27][CH:28]=1.C(=O)([O-])[O-].[Cs+].[Cs+].Cl, predict the reaction product. The product is: [CH2:20]([C:5]1[CH:4]=[CH:3][C:2]([O:29][C:25]2[CH:26]=[CH:27][CH:28]=[C:23]([F:22])[CH:24]=2)=[CH:7][C:6]=1[CH:8]1[C:13](=[O:14])[C:12]([CH3:16])([CH3:15])[O:11][C:10]([CH3:18])([CH3:17])[C:9]1=[O:19])[CH3:21]. (4) Given the reactants [CH3:1][N:2]([CH3:32])[C:3]1[C:27]([C:28]([F:31])([F:30])[F:29])=[CH:26][C:6]2[NH:7][C:8](=[O:25])[CH2:9][C:10]([C:12]3[CH:17]=[CH:16][CH:15]=[C:14]([C:18]4[O:22][N:21]=[C:20]([CH2:23]O)[CH:19]=4)[CH:13]=3)=[N:11][C:5]=2[CH:4]=1.O=S(Cl)Cl.[NH:37]1[CH2:42][CH2:41][O:40][CH2:39][CH2:38]1, predict the reaction product. The product is: [CH3:32][N:2]([CH3:1])[C:3]1[C:27]([C:28]([F:30])([F:31])[F:29])=[CH:26][C:6]2[NH:7][C:8](=[O:25])[CH2:9][C:10]([C:12]3[CH:17]=[CH:16][CH:15]=[C:14]([C:18]4[O:22][N:21]=[C:20]([CH2:23][N:37]5[CH2:42][CH2:41][O:40][CH2:39][CH2:38]5)[CH:19]=4)[CH:13]=3)=[N:11][C:5]=2[CH:4]=1. (5) Given the reactants [C:1]([O:5][C:6]([NH:8][CH2:9][C:10]#[C:11][C:12]1[C:20]2[C:15](=[CH:16][C:17]([OH:25])=[C:18]([C:21]([O:23]C)=[O:22])[CH:19]=2)[N:14]([CH3:26])[C:13]=1[C:27]1[CH:32]=[CH:31][CH:30]=[CH:29][C:28]=1[C:33]([F:36])([F:35])[F:34])=[O:7])([CH3:4])([CH3:3])[CH3:2].[OH-].[Na+].O, predict the reaction product. The product is: [C:1]([O:5][C:6]([NH:8][CH2:9][C:10]#[C:11][C:12]1[C:20]2[C:15](=[CH:16][C:17]([OH:25])=[C:18]([C:21]([OH:23])=[O:22])[CH:19]=2)[N:14]([CH3:26])[C:13]=1[C:27]1[CH:32]=[CH:31][CH:30]=[CH:29][C:28]=1[C:33]([F:36])([F:34])[F:35])=[O:7])([CH3:4])([CH3:2])[CH3:3]. (6) Given the reactants [NH2:1][C@@H:2]1[C:8](=[O:9])[NH:7][C:6]2[CH:10]=[CH:11][CH:12]=[CH:13][C:5]=2[C:4]2[CH:14]=[CH:15][CH:16]=[CH:17][C:3]1=2.[OH:18][C@:19]([CH3:31])([C:23]([NH:25][CH2:26][C:27]([F:30])([F:29])[F:28])=[O:24])[C:20](O)=[O:21].O.ON1C2C=CC=CC=2N=N1.C(N(C(C)C)CC)(C)C.Cl.CN(C)CCCN=C=NCC, predict the reaction product. The product is: [OH:18][C@:19]([CH3:31])([C:23]([NH:25][CH2:26][C:27]([F:28])([F:29])[F:30])=[O:24])[C:20]([NH:1][C@@H:2]1[C:8](=[O:9])[NH:7][C:6]2[CH:10]=[CH:11][CH:12]=[CH:13][C:5]=2[C:4]2[CH:14]=[CH:15][CH:16]=[CH:17][C:3]1=2)=[O:21]. (7) Given the reactants [Cl:1][CH2:2][C:3]([CH2:5]Cl)=O.[OH:7][C:8]1[CH:9]=[C:10]([CH:14]=[CH:15][CH:16]=1)[C:11]([NH2:13])=[S:12], predict the reaction product. The product is: [Cl:1][CH2:2][C:3]1[N:13]=[C:11]([C:10]2[CH:9]=[C:8]([OH:7])[CH:16]=[CH:15][CH:14]=2)[S:12][CH:5]=1. (8) The product is: [F:21][C:18]1[CH:19]=[CH:20][C:15]([C:7]2[C:6]3[C:11](=[CH:12][C:3]([CH2:2][N:25]4[C:26](=[O:28])[CH2:27][N:23]([CH3:22])[C:24]4=[O:29])=[CH:4][CH:5]=3)[N:10]=[C:9]([C:13]#[N:14])[CH:8]=2)=[CH:16][CH:17]=1. Given the reactants Br[CH2:2][C:3]1[CH:12]=[C:11]2[C:6]([C:7]([C:15]3[CH:20]=[CH:19][C:18]([F:21])=[CH:17][CH:16]=3)=[CH:8][C:9]([C:13]#[N:14])=[N:10]2)=[CH:5][CH:4]=1.[CH3:22][N:23]1[CH2:27][C:26](=[O:28])[NH:25][C:24]1=[O:29].C(=O)([O-])[O-].[Cs+].[Cs+], predict the reaction product. (9) Given the reactants [C:1]([NH:9][C:10]1[CH:30]=[CH:29][C:13]([CH2:14][N:15]2[C:19]3=[N:20][C:21]([C:24]([O:26][CH3:27])=[O:25])=[CH:22][CH:23]=[C:18]3[N:17]=[C:16]2[CH3:28])=[C:12]([Cl:31])[CH:11]=1)(=[O:8])[C:2]1[CH:7]=[CH:6][CH:5]=[CH:4][CH:3]=1.[H-].[Na+].[CH3:34]I, predict the reaction product. The product is: [C:1]([N:9]([C:10]1[CH:30]=[CH:29][C:13]([CH2:14][N:15]2[C:19]3=[N:20][C:21]([C:24]([O:26][CH3:27])=[O:25])=[CH:22][CH:23]=[C:18]3[N:17]=[C:16]2[CH3:28])=[C:12]([Cl:31])[CH:11]=1)[CH3:34])(=[O:8])[C:2]1[CH:7]=[CH:6][CH:5]=[CH:4][CH:3]=1. (10) The product is: [C:15]([C:19]1[C:27]2[C:22](=[CH:23][C:24]([NH:28][C:12]([C:8]3[C:9](=[O:11])[C:10]4[C:2]([CH3:1])=[N:3][S:4][C:5]=4[NH:6][CH:7]=3)=[O:14])=[CH:25][CH:26]=2)[NH:21][CH:20]=1)([CH3:18])([CH3:16])[CH3:17]. Given the reactants [CH3:1][C:2]1[C:10]2[C:9](=[O:11])[C:8]([C:12]([OH:14])=O)=[CH:7][NH:6][C:5]=2[S:4][N:3]=1.[C:15]([C:19]1[C:27]2[C:22](=[CH:23][C:24]([NH2:28])=[CH:25][CH:26]=2)[NH:21][CH:20]=1)([CH3:18])([CH3:17])[CH3:16].N1C=CC=CC=1, predict the reaction product.